From a dataset of NCI-60 drug combinations with 297,098 pairs across 59 cell lines. Regression. Given two drug SMILES strings and cell line genomic features, predict the synergy score measuring deviation from expected non-interaction effect. (1) Drug 1: CN(C)N=NC1=C(NC=N1)C(=O)N. Drug 2: C1CN(CCN1C(=O)CCBr)C(=O)CCBr. Cell line: K-562. Synergy scores: CSS=7.16, Synergy_ZIP=-6.07, Synergy_Bliss=-3.25, Synergy_Loewe=-7.36, Synergy_HSA=-2.80. (2) Cell line: A498. Drug 1: C1=CN(C(=O)N=C1N)C2C(C(C(O2)CO)O)O.Cl. Synergy scores: CSS=29.8, Synergy_ZIP=-5.15, Synergy_Bliss=-2.70, Synergy_Loewe=0.984, Synergy_HSA=1.38. Drug 2: C1=NC2=C(N1)C(=S)N=CN2. (3) Drug 1: C1=CC=C(C(=C1)C(C2=CC=C(C=C2)Cl)C(Cl)Cl)Cl. Drug 2: COCCOC1=C(C=C2C(=C1)C(=NC=N2)NC3=CC=CC(=C3)C#C)OCCOC.Cl. Cell line: U251. Synergy scores: CSS=-6.22, Synergy_ZIP=-0.538, Synergy_Bliss=-7.75, Synergy_Loewe=-9.13, Synergy_HSA=-9.09. (4) Drug 1: CC(CN1CC(=O)NC(=O)C1)N2CC(=O)NC(=O)C2. Cell line: MALME-3M. Drug 2: B(C(CC(C)C)NC(=O)C(CC1=CC=CC=C1)NC(=O)C2=NC=CN=C2)(O)O. Synergy scores: CSS=15.2, Synergy_ZIP=-5.73, Synergy_Bliss=-1.00, Synergy_Loewe=-5.74, Synergy_HSA=-0.160. (5) Drug 1: CC12CCC(CC1=CCC3C2CCC4(C3CC=C4C5=CN=CC=C5)C)O. Drug 2: C1C(C(OC1N2C=NC3=C2NC=NCC3O)CO)O. Cell line: UACC62. Synergy scores: CSS=1.38, Synergy_ZIP=-1.34, Synergy_Bliss=-1.92, Synergy_Loewe=-2.75, Synergy_HSA=-1.95.